From a dataset of Forward reaction prediction with 1.9M reactions from USPTO patents (1976-2016). Predict the product of the given reaction. (1) Given the reactants S(Cl)([Cl:3])=O.[F:5][C:6]1[CH:11]=[CH:10][C:9]([C:12]2[CH2:16][C@H:15]([CH2:17]O)[O:14][N:13]=2)=[CH:8][CH:7]=1, predict the reaction product. The product is: [Cl:3][CH2:17][C@@H:15]1[O:14][N:13]=[C:12]([C:9]2[CH:10]=[CH:11][C:6]([F:5])=[CH:7][CH:8]=2)[CH2:16]1. (2) Given the reactants Cl[C:2]1[C:3]([CH3:20])=[C:4]([N:11]2[CH2:16][CH2:15][N:14]([CH:17]([CH3:19])[CH3:18])[CH2:13][CH2:12]2)[CH:5]=[CH:6][C:7]=1[N+:8]([O-:10])=[O:9].[CH3:21][O-:22].[Na+], predict the reaction product. The product is: [CH3:18][CH:17]([N:14]1[CH2:15][CH2:16][N:11]([C:4]2[CH:5]=[CH:6][C:7]([N+:8]([O-:10])=[O:9])=[C:2]([O:22][CH3:21])[C:3]=2[CH3:20])[CH2:12][CH2:13]1)[CH3:19]. (3) Given the reactants [NH2:1][C:2]1[CH:3]=[C:4]([CH:27]=[CH:28][CH:29]=1)[C:5]([NH:7][C:8]1[C:13]([I:14])=[CH:12][C:11]([C:15]([O:24][CH3:25])([C:20]([F:23])([F:22])[F:21])[C:16]([F:19])([F:18])[F:17])=[CH:10][C:9]=1[I:26])=[O:6].N1C=CC=CC=1.[C:36](Cl)(=[O:43])[C:37]1[CH:42]=[CH:41][CH:40]=[CH:39][CH:38]=1.O, predict the reaction product. The product is: [F:22][C:20]([F:23])([F:21])[C:15]([C:11]1[CH:10]=[C:9]([I:26])[C:8]([NH:7][C:5](=[O:6])[C:4]2[CH:27]=[CH:28][CH:29]=[C:2]([NH:1][C:36]([C:37]3[CH:42]=[CH:41][CH:40]=[CH:39][CH:38]=3)=[O:43])[CH:3]=2)=[C:13]([I:14])[CH:12]=1)([O:24][CH3:25])[C:16]([F:17])([F:18])[F:19].